Dataset: Full USPTO retrosynthesis dataset with 1.9M reactions from patents (1976-2016). Task: Predict the reactants needed to synthesize the given product. Given the product [CH:1]1([CH2:4][CH2:5][NH:6][C:7]([C:9]2[N:10]=[N:11][C:12]([N:15]3[CH2:16][CH:17]4[CH:19]([CH:18]4[NH:21][C:26](=[O:27])[C:25]4[CH:29]=[CH:30][CH:31]=[CH:32][C:24]=4[C:23]([F:22])([F:33])[F:34])[CH2:20]3)=[CH:13][CH:14]=2)=[O:8])[CH2:3][CH2:2]1, predict the reactants needed to synthesize it. The reactants are: [CH:1]1([CH2:4][CH2:5][NH:6][C:7]([C:9]2[N:10]=[N:11][C:12]([N:15]3[CH2:20][CH:19]4[CH:17]([CH:18]4[NH2:21])[CH2:16]3)=[CH:13][CH:14]=2)=[O:8])[CH2:3][CH2:2]1.[F:22][C:23]([F:34])([F:33])[C:24]1[CH:32]=[CH:31][CH:30]=[CH:29][C:25]=1[C:26](Cl)=[O:27].C(N(CC)CC)C.O.